From a dataset of Reaction yield outcomes from USPTO patents with 853,638 reactions. Predict the reaction yield, written as a fraction of the theoretical maximum amount of product (1.0 means a 100% yield; for example, 0.34 means a 34% yield). (1) The reactants are C([O:3][C:4]([C:6]1[O:7][C:8]2[CH:14]=[CH:13][CH:12]=[C:11]([CH3:15])[C:9]=2[N:10]=1)=[O:5])C.[OH-].[Na+:17]. The catalyst is C1COCC1. The product is [Na+:17].[CH3:15][C:11]1[C:9]2[N:10]=[C:6]([C:4]([O-:5])=[O:3])[O:7][C:8]=2[CH:14]=[CH:13][CH:12]=1. The yield is 1.00. (2) The reactants are [NH2:1][C:2]1[C:11]([C:12]([NH:14][C:15]2[CH:16]=[N:17][CH:18]=[C:19]([F:30])[C:20]=2[N:21]2[CH2:26][CH2:25][CH:24]([C:27]([OH:29])=[O:28])[CH2:23][CH2:22]2)=[O:13])=[C:5]2[N:6]=[CH:7][C:8]([F:10])=[CH:9][N:4]2[N:3]=1.[ClH:31]. The catalyst is CN1C(=O)CCC1. The product is [ClH:31].[NH2:1][C:2]1[C:11]([C:12]([NH:14][C:15]2[CH:16]=[N:17][CH:18]=[C:19]([F:30])[C:20]=2[N:21]2[CH2:22][CH2:23][CH:24]([C:27]([OH:29])=[O:28])[CH2:25][CH2:26]2)=[O:13])=[C:5]2[N:6]=[CH:7][C:8]([F:10])=[CH:9][N:4]2[N:3]=1. The yield is 1.00. (3) The reactants are Cl.[F:2][CH:3]([F:27])[C:4]1[CH:9]=[CH:8][C:7]([C:10]2[C:15]([F:16])=[CH:14][N:13]=[C:12]([CH2:17][NH:18][C:19]([C@@H:21]3[CH2:25][C@@H:24]([F:26])[CH2:23][NH:22]3)=[O:20])[CH:11]=2)=[CH:6][CH:5]=1.ClCCl.[F:31][C:32]1[CH:37]=[CH:36][C:35]([S:38](Cl)(=[O:40])=[O:39])=[CH:34][CH:33]=1. The catalyst is C(OCC)(=O)C. The product is [F:27][CH:3]([F:2])[C:4]1[CH:9]=[CH:8][C:7]([C:10]2[C:15]([F:16])=[CH:14][N:13]=[C:12]([CH2:17][NH:18][C:19]([C@@H:21]3[CH2:25][C@@H:24]([F:26])[CH2:23][N:22]3[S:38]([C:35]3[CH:36]=[CH:37][C:32]([F:31])=[CH:33][CH:34]=3)(=[O:40])=[O:39])=[O:20])[CH:11]=2)=[CH:6][CH:5]=1. The yield is 0.240. (4) The product is [OH:23][C:17]1[CH:16]=[C:15]([NH:14][C:10]2[CH:11]=[CH:12][CH:13]=[C:4]([C:3]([OH:31])=[O:2])[C:5]=2[C:6]([OH:8])=[O:7])[CH:20]=[CH:19][C:18]=1[O:21][CH3:22]. The catalyst is C(O)C. The reactants are C[O:2][C:3](=[O:31])[C:4]1[C:5](=[C:10]([NH:14][C:15]2[CH:20]=[CH:19][C:18]([O:21][CH3:22])=[C:17]([O:23][Si](C(C)(C)C)(C)C)[CH:16]=2)[CH:11]=[CH:12][CH:13]=1)[C:6]([O:8]C)=[O:7].[OH-].[Na+]. The yield is 0.960. (5) The reactants are Br[C:2]1[C:7]([NH2:8])=[CH:6][C:5]([F:9])=[CH:4][N:3]=1.CCN(CC)CC.[C:17]([OH:22])(=[O:21])[C:18]([CH3:20])=O. The catalyst is CC([O-])=O.CC([O-])=O.[Pd+2]. The product is [F:9][C:5]1[CH:6]=[C:7]2[NH:8][C:18]([C:17]([OH:22])=[O:21])=[CH:20][C:2]2=[N:3][CH:4]=1. The yield is 0.0500. (6) The reactants are [Br:1][C:2]1[CH:7]=[CH:6][C:5]([NH:8][C:9]2[N:20]=[CH:19][CH:18]=[CH:17][C:10]=2[C:11]([NH:13][CH2:14][C:15]#[CH:16])=[O:12])=[CH:4][CH:3]=1.[N:21]([CH2:24][C:25]1[CH:30]=[CH:29][CH:28]=[C:27]([O:31][C:32]2[CH:37]=[CH:36][CH:35]=[CH:34][CH:33]=2)[CH:26]=1)=[N+:22]=[N-:23].O.O=C1O[C@H]([C@H](CO)O)C([O-])=C1O.[Na+]. The catalyst is S([O-])([O-])(=O)=O.[Cu+2].C(O)(C)(C)C. The product is [Br:1][C:2]1[CH:7]=[CH:6][C:5]([NH:8][C:9]2[N:20]=[CH:19][CH:18]=[CH:17][C:10]=2[C:11]([NH:13][CH2:14][C:15]2[N:23]=[N:22][N:21]([CH2:24][C:25]3[CH:30]=[CH:29][CH:28]=[C:27]([O:31][C:32]4[CH:37]=[CH:36][CH:35]=[CH:34][CH:33]=4)[CH:26]=3)[CH:16]=2)=[O:12])=[CH:4][CH:3]=1. The yield is 0.800. (7) The reactants are [CH3:1][N:2]([CH2:4][C:5]1[CH:23]=[CH:22][C:8](/[CH:9]=[N:10]/[C:11]2[CH:19]=[C:18]([F:20])[CH:17]=[C:16]3[C:12]=2[CH2:13][O:14][C:15]3=[O:21])=[CH:7][CH:6]=1)[CH3:3].[F:24][C:25]1[CH:32]=[CH:31][C:28]([CH:29]=O)=[CH:27][CH:26]=1.[O-:33][CH2:34][CH3:35].[Na+].C(O)C. The catalyst is C(OCC)(=O)CC. The product is [CH3:1][N:2]([CH2:4][C:5]1[CH:23]=[CH:22][C:8]([CH:9]2[CH:29]([C:28]3[CH:31]=[CH:32][C:25]([F:24])=[CH:26][CH:27]=3)[C:34](=[O:33])[C:35]3[C:16]([C:15]([O:14][CH2:13][CH3:12])=[O:21])=[CH:17][C:18]([F:20])=[CH:19][C:11]=3[NH:10]2)=[CH:7][CH:6]=1)[CH3:3]. The yield is 0.130.